This data is from Reaction yield outcomes from USPTO patents with 853,638 reactions. The task is: Predict the reaction yield, written as a fraction of the theoretical maximum amount of product (1.0 means a 100% yield; for example, 0.34 means a 34% yield). (1) The reactants are CO[C:3](=[O:26])[C:4]1[CH:9]=[CH:8][C:7]([O:10][CH2:11][C:12]2[C:13]([C:18]3[CH:23]=[CH:22][C:21]([F:24])=[C:20]([F:25])[CH:19]=3)=[N:14][O:15][C:16]=2[CH3:17])=[N:6][CH:5]=1.[NH2:27][CH2:28][C:29]([CH3:32])([OH:31])[CH3:30]. No catalyst specified. The product is [F:25][C:20]1[CH:19]=[C:18]([C:13]2[C:12]([CH2:11][O:10][C:7]3[CH:8]=[CH:9][C:4]([C:3]([NH:27][CH2:28][C:29]([OH:31])([CH3:32])[CH3:30])=[O:26])=[CH:5][N:6]=3)=[C:16]([CH3:17])[O:15][N:14]=2)[CH:23]=[CH:22][C:21]=1[F:24]. The yield is 0.170. (2) The reactants are N1C=CC=CC=1.[C:7]([O:11][C:12]([N:14]1[CH2:19][CH2:18][CH:17]([O:20][C:21]2[CH:26]=[CH:25][CH:24]=[C:23]([NH2:27])[CH:22]=2)[CH2:16][CH2:15]1)=[O:13])([CH3:10])([CH3:9])[CH3:8].[Cl:28][C:29]1[CH:37]=[C:36]([F:38])[CH:35]=[CH:34][C:30]=1[C:31](Cl)=[O:32]. The catalyst is ClCCl. The product is [C:7]([O:11][C:12]([N:14]1[CH2:19][CH2:18][CH:17]([O:20][C:21]2[CH:26]=[CH:25][CH:24]=[C:23]([NH:27][C:31](=[O:32])[C:30]3[CH:34]=[CH:35][C:36]([F:38])=[CH:37][C:29]=3[Cl:28])[CH:22]=2)[CH2:16][CH2:15]1)=[O:13])([CH3:10])([CH3:8])[CH3:9]. The yield is 0.980. (3) The reactants are FC(F)(F)C(OC(=O)C(F)(F)F)=O.[NH2:14][C:15](=O)[CH2:16][C@H:17]1[CH2:22][CH2:21][C@H:20]([C:23]2[CH:28]=[CH:27][C:26]([NH:29][C:30]([C:32]3[O:33][C:34]([NH:37][C:38]4[CH:43]=[CH:42][CH:41]=[CH:40][C:39]=4[F:44])=[N:35][N:36]=3)=[O:31])=[CH:25][CH:24]=2)[CH2:19][CH2:18]1.N1C=CC=CC=1. The product is [C:15]([CH2:16][C@H:17]1[CH2:18][CH2:19][C@H:20]([C:23]2[CH:24]=[CH:25][C:26]([NH:29][C:30]([C:32]3[O:33][C:34]([NH:37][C:38]4[CH:43]=[CH:42][CH:41]=[CH:40][C:39]=4[F:44])=[N:35][N:36]=3)=[O:31])=[CH:27][CH:28]=2)[CH2:21][CH2:22]1)#[N:14]. The yield is 0.950. The catalyst is C(Cl)Cl. (4) The product is [CH2:26]([O:1][CH2:2][C@H:3]([CH2:19][CH:20]=[CH2:21])[CH2:4][C@H:5]1[CH2:9][O:8][C:7]([CH3:11])([CH3:10])[N:6]1[C:12]([O:14][C:15]([CH3:18])([CH3:17])[CH3:16])=[O:13])[CH:25]=[CH2:24]. The yield is 0.770. The catalyst is C1COCC1. The reactants are [OH:1][CH2:2][C@H:3]([CH2:19][CH:20]=[CH2:21])[CH2:4][C@H:5]1[CH2:9][O:8][C:7]([CH3:11])([CH3:10])[N:6]1[C:12]([O:14][C:15]([CH3:18])([CH3:17])[CH3:16])=[O:13].[H-].[Na+].[CH2:24](Br)[CH:25]=[CH2:26]. (5) The reactants are [NH2:1][C:2]1[CH:7]=[C:6]([O:8][CH2:9][C:10]2[CH:15]=[CH:14][CH:13]=[CH:12][CH:11]=2)[C:5]([O:16][CH3:17])=[CH:4][C:3]=1[C:18](=[O:20])[CH3:19].C[O-].[Na+].[CH:24](OCC)=O.Cl. The catalyst is COCCOC.O. The product is [CH2:9]([O:8][C:6]1[CH:7]=[C:2]2[C:3]([C:18]([OH:20])=[CH:19][CH:24]=[N:1]2)=[CH:4][C:5]=1[O:16][CH3:17])[C:10]1[CH:15]=[CH:14][CH:13]=[CH:12][CH:11]=1. The yield is 0.720.